Dataset: Full USPTO retrosynthesis dataset with 1.9M reactions from patents (1976-2016). Task: Predict the reactants needed to synthesize the given product. (1) Given the product [C:11]1([CH:4]2[CH2:3][N:2]([CH2:41][C:39]3[N:38]=[CH:37][N:36]([C:17]([C:18]4[CH:23]=[CH:22][CH:21]=[CH:20][CH:19]=4)([C:24]4[CH:25]=[CH:26][CH:27]=[CH:28][CH:29]=4)[C:30]4[CH:35]=[CH:34][CH:33]=[CH:32][CH:31]=4)[CH:40]=3)[C:6](=[O:8])[CH2:5]2)[CH:12]=[CH:13][CH:14]=[CH:15][CH:16]=1, predict the reactants needed to synthesize it. The reactants are: Cl.[NH2:2][CH2:3][CH:4]([C:11]1[CH:16]=[CH:15][CH:14]=[CH:13][CH:12]=1)[CH2:5][C:6]([O:8]CC)=O.[C:17]([N:36]1[CH:40]=[C:39]([CH:41]=O)[N:38]=[CH:37]1)([C:30]1[CH:35]=[CH:34][CH:33]=[CH:32][CH:31]=1)([C:24]1[CH:29]=[CH:28][CH:27]=[CH:26][CH:25]=1)[C:18]1[CH:23]=[CH:22][CH:21]=[CH:20][CH:19]=1.C(N(CC)CC)C.[BH4-].[Na+]. (2) Given the product [F:1][CH2:2][CH2:3][O:4][CH2:5][C:6]1[CH:7]=[CH:8][C:9]([NH2:13])=[N:10][C:11]=1[CH3:12], predict the reactants needed to synthesize it. The reactants are: [F:1][CH2:2][CH2:3][O:4][CH2:5][C:6]1[CH:7]=[CH:8][C:9]([NH:13]C(=O)C(C)(C)C)=[N:10][C:11]=1[CH3:12].[OH-].[Na+]. (3) Given the product [CH3:24][S:21]([C:16]1[CH:17]=[CH:18][CH:19]=[CH:20][C:15]=1[S:12]([NH:11][C:8]1[CH:9]=[C:10]2[C:5](=[CH:6][CH:7]=1)[NH:4][N:3]=[C:2]2[C:40]1[NH:39][CH:43]=[CH:42][CH:41]=1)(=[O:14])=[O:13])(=[O:23])=[O:22], predict the reactants needed to synthesize it. The reactants are: I[C:2]1[C:10]2[C:5](=[CH:6][CH:7]=[C:8]([NH:11][S:12]([C:15]3[CH:20]=[CH:19][CH:18]=[CH:17][C:16]=3[S:21]([CH3:24])(=[O:23])=[O:22])(=[O:14])=[O:13])[CH:9]=2)[N:4](C(OC(C)(C)C)=O)[N:3]=1.C(OC([N:39]1[CH:43]=[CH:42][CH:41]=[C:40]1B(O)O)=O)(C)(C)C.C(=O)([O-])O.[Na+]. (4) Given the product [CH3:1][C:2]1[CH:3]=[C:4]([O:15][C:16]2[CH:21]=[CH:20][N:19]=[C:18]([NH:22][C:23]3[CH:24]=[C:25]([CH:30]=[CH:31][CH:32]=3)[C:26]([OH:28])=[O:27])[CH:17]=2)[C:5]([C:9]2[CH:14]=[CH:13][CH:12]=[CH:11][N:10]=2)=[N:6][C:7]=1[CH3:8], predict the reactants needed to synthesize it. The reactants are: [CH3:1][C:2]1[CH:3]=[C:4]([O:15][C:16]2[CH:21]=[CH:20][N:19]=[C:18]([NH:22][C:23]3[CH:24]=[C:25]([CH:30]=[CH:31][CH:32]=3)[C:26]([O:28]C)=[O:27])[CH:17]=2)[C:5]([C:9]2[CH:14]=[CH:13][CH:12]=[CH:11][N:10]=2)=[N:6][C:7]=1[CH3:8].[OH-].[Na+].Cl. (5) The reactants are: [NH2:1][C:2]1[CH:41]=[CH:40][C:5]([C:6]([N:8]2[CH2:12][CH2:11][C@@H:10]([NH:13][C:14]3[N:19]=[C:18]([C:20]4[C:28]5[C:23](=[CH:24][CH:25]=[CH:26][CH:27]=5)[N:22](S(C5C=CC=CC=5)(=O)=O)[CH:21]=4)[C:17]([C:38]#[N:39])=[CH:16][N:15]=3)[CH2:9]2)=[O:7])=[CH:4][CH:3]=1.[OH-].[Na+]. Given the product [NH2:1][C:2]1[CH:3]=[CH:4][C:5]([C:6]([N:8]2[CH2:12][CH2:11][C@@H:10]([NH:13][C:14]3[N:19]=[C:18]([C:20]4[C:28]5[C:23](=[CH:24][CH:25]=[CH:26][CH:27]=5)[NH:22][CH:21]=4)[C:17]([C:38]#[N:39])=[CH:16][N:15]=3)[CH2:9]2)=[O:7])=[CH:40][CH:41]=1, predict the reactants needed to synthesize it. (6) Given the product [NH2:3][C:1](=[N:2][C:35]([O:37][CH2:38][CH:33]1[CH2:32][CH2:43][CH2:39][O:40]1)=[O:44])[C:4]1[CH:5]=[CH:6][C:7]([O:26][C:35]([O:37][CH2:38][CH:39]2[CH2:43][CH2:42][CH2:41][O:40]2)=[O:36])=[C:8]([S:10]([N:13]([CH2:15][CH2:16][C:17]2[CH:18]=[CH:19][C:20]([CH:23]([CH3:24])[CH3:25])=[CH:21][CH:22]=2)[CH3:14])(=[O:12])=[O:11])[CH:9]=1, predict the reactants needed to synthesize it. The reactants are: [C:1]([C:4]1[CH:5]=[CH:6][C:7]([OH:26])=[C:8]([S:10]([N:13]([CH2:15][CH2:16][C:17]2[CH:22]=[CH:21][C:20]([CH:23]([CH3:25])[CH3:24])=[CH:19][CH:18]=2)[CH3:14])(=[O:12])=[O:11])[CH:9]=1)(=[NH:3])[NH2:2].C(N([CH2:32][CH3:33])CC)C.Cl[C:35]([O:37][CH2:38][CH:39]1[CH2:43][CH2:42][CH2:41][O:40]1)=[O:36].[OH2:44]. (7) Given the product [Br:1][C:2]1[CH:3]=[CH:4][C:5]2[N:9]=[C:8]([NH:14][CH3:12])[NH:7][C:6]=2[CH:11]=1, predict the reactants needed to synthesize it. The reactants are: [Br:1][C:2]1[CH:3]=[CH:4][C:5]2[N:9]=[C:8](Cl)[NH:7][C:6]=2[CH:11]=1.[CH2:12]([N:14](CC)CC)C.Cl.CN. (8) Given the product [CH3:1][O:2][C:3]1[C:8]([C:13]2[CH:22]=[CH:21][C:20]([N+:23]([O-:25])=[O:24])=[CH:19][C:14]=2[C:15]([O:17][CH3:18])=[O:16])=[CH:7][CH:6]=[CH:5][N:4]=1, predict the reactants needed to synthesize it. The reactants are: [CH3:1][O:2][C:3]1[C:8](B(O)O)=[CH:7][CH:6]=[CH:5][N:4]=1.Br[C:13]1[CH:22]=[CH:21][C:20]([N+:23]([O-:25])=[O:24])=[CH:19][C:14]=1[C:15]([O:17][CH3:18])=[O:16].C(=O)([O-])[O-].[Cs+].[Cs+].O.